From a dataset of Reaction yield outcomes from USPTO patents with 853,638 reactions. Predict the reaction yield, written as a fraction of the theoretical maximum amount of product (1.0 means a 100% yield; for example, 0.34 means a 34% yield). (1) The reactants are Cl[C:2]1[CH:7]=[CH:6][C:5]([N+:8]([O-:10])=[O:9])=[CH:4][N:3]=1.[Cl:11][C:12]1[C:17]([OH:18])=[CH:16][C:15]([NH:19][C:20](=[O:32])[C:21]2[CH:26]=[CH:25][CH:24]=[C:23]([C:27]([C:30]#[N:31])([CH3:29])[CH3:28])[CH:22]=2)=[C:14]([F:33])[CH:13]=1.C(=O)([O-])[O-].[K+].[K+]. The catalyst is CN(C)C=O. The product is [Cl:11][C:12]1[C:17]([O:18][C:2]2[CH:7]=[CH:6][C:5]([N+:8]([O-:10])=[O:9])=[CH:4][N:3]=2)=[CH:16][C:15]([NH:19][C:20](=[O:32])[C:21]2[CH:26]=[CH:25][CH:24]=[C:23]([C:27]([C:30]#[N:31])([CH3:29])[CH3:28])[CH:22]=2)=[C:14]([F:33])[CH:13]=1. The yield is 0.830. (2) The reactants are [Cl:1][C:2]1[C:19]([F:20])=[CH:18][CH:17]=[C:16]([F:21])[C:3]=1[CH2:4][N:5]1[CH2:10][CH2:9][NH:8][C:7]2[N:11]=[CH:12][C:13](I)=[CH:14][C:6]1=2.B1([C:31]2[CH:36]=[N:35][C:34]([N:37]3[CH2:42][CH2:41][O:40][CH2:39][CH2:38]3)=[N:33][CH:32]=2)OC(C)(C)C(C)(C)O1. No catalyst specified. The product is [Cl:1][C:2]1[C:19]([F:20])=[CH:18][CH:17]=[C:16]([F:21])[C:3]=1[CH2:4][N:5]1[CH2:10][CH2:9][NH:8][C:7]2[N:11]=[CH:12][C:13]([C:31]3[CH:32]=[N:33][C:34]([N:37]4[CH2:42][CH2:41][O:40][CH2:39][CH2:38]4)=[N:35][CH:36]=3)=[CH:14][C:6]1=2. The yield is 0.270. (3) The reactants are [C:1]([O:5][CH2:6][C@H:7]([N:11]([CH3:18])[C:12](=[O:17])[CH2:13][CH2:14][CH:15]=[CH2:16])[C:8]([OH:10])=[O:9])([CH3:4])([CH3:3])[CH3:2].[CH2:19]([NH:21]C(C)CC(C)C)[CH3:20].BrCC#N.C(OCC)(=O)C. The catalyst is CN(C)C=O. The product is [C:1]([O:5][CH2:6][C@H:7]([N:11]([CH3:18])[C:12](=[O:17])[CH2:13][CH2:14][CH:15]=[CH2:16])[C:8]([O:10][CH2:20][C:19]#[N:21])=[O:9])([CH3:4])([CH3:3])[CH3:2]. The yield is 0.860. (4) The reactants are [F:1][CH:2]([F:22])[O:3][C:4]1[CH:5]=[C:6]([CH:10]([OH:21])[C:11]([C:13]2[CH:18]=[C:17]([F:19])[CH:16]=[C:15]([F:20])[CH:14]=2)=[O:12])[CH:7]=[CH:8][CH:9]=1.[N+]([O-])([O-])=O.[NH4+].C(OCC)(=O)C. The catalyst is C(O)(=O)C.O.C(O[Cu]OC(=O)C)(=O)C.[Cu]. The product is [F:22][CH:2]([F:1])[O:3][C:4]1[CH:5]=[C:6]([C:10](=[O:21])[C:11]([C:13]2[CH:14]=[C:15]([F:20])[CH:16]=[C:17]([F:19])[CH:18]=2)=[O:12])[CH:7]=[CH:8][CH:9]=1. The yield is 0.470. (5) The reactants are Br[C:2]1[CH:7]=[CH:6][C:5]([C:8]2[C:9]3[C:14]([C:15]4[CH:16]=[CH:17][CH:18]=[CH:19][C:20]=4[CH:21]=2)=[CH:13][CH:12]=[CH:11][CH:10]=3)=[CH:4][CH:3]=1.C([Li])CCC.[B:27](OC(C)C)([O:32]C(C)C)[O:28]C(C)C.Cl. The catalyst is CCCCCC.C1(C)C=CC=CC=1.C1COCC1. The product is [CH:19]1[C:20]2[CH:21]=[C:8]([C:5]3[CH:6]=[CH:7][C:2]([B:27]([OH:32])[OH:28])=[CH:3][CH:4]=3)[C:9]3[C:14](=[CH:13][CH:12]=[CH:11][CH:10]=3)[C:15]=2[CH:16]=[CH:17][CH:18]=1. The yield is 0.720. (6) The reactants are O[C:2]1[CH:7]=[C:6]([C:8]([F:11])([F:10])[F:9])[N:5]=[C:4]([NH2:12])[N:3]=1.P(Cl)(Cl)([Cl:15])=O.CN(C)C1C=CC=CC=1. No catalyst specified. The product is [Cl:15][C:2]1[CH:7]=[C:6]([C:8]([F:11])([F:10])[F:9])[N:5]=[C:4]([NH2:12])[N:3]=1. The yield is 0.220. (7) The reactants are [C:1]([C:5]1[CH:30]=[C:8]2[N:9]=[C:10]([CH3:29])[C:11]([CH:21]([CH2:26][CH2:27][CH3:28])[C:22]([O:24]C)=[O:23])=[C:12]([C:13]3[CH:18]=[CH:17][C:16]([CH3:19])=[C:15]([CH3:20])[CH:14]=3)[N:7]2[N:6]=1)([CH3:4])([CH3:3])[CH3:2].[OH-].[Li+].[OH-].[Na+]. The catalyst is CO. The product is [C:1]([C:5]1[CH:30]=[C:8]2[N:9]=[C:10]([CH3:29])[C:11]([CH:21]([CH2:26][CH2:27][CH3:28])[C:22]([OH:24])=[O:23])=[C:12]([C:13]3[CH:18]=[CH:17][C:16]([CH3:19])=[C:15]([CH3:20])[CH:14]=3)[N:7]2[N:6]=1)([CH3:3])([CH3:4])[CH3:2]. The yield is 0.480. (8) The reactants are Br[CH:2]1[CH2:20][CH2:19][C:5]2=[CH:6][C:7]3[C:8]4[CH:17]=[CH:16][C:15]([Cl:18])=[CH:14][C:9]=4[CH2:10][O:11][C:12]=3[CH:13]=[C:4]2[C:3]1=[O:21].[C:22]([O:26][C:27]([N:29]1[CH2:33][C@@H:32]([CH3:34])[CH2:31][C@H:30]1[C:35]([OH:37])=[O:36])=[O:28])([CH3:25])([CH3:24])[CH3:23].CCN(C(C)C)C(C)C. The catalyst is CC#N.CCOC(C)=O. The product is [CH3:34][C@@H:32]1[CH2:33][N:29]([C:27]([O:26][C:22]([CH3:23])([CH3:25])[CH3:24])=[O:28])[C@H:30]([C:35]([O:37][CH:2]2[CH2:20][CH2:19][C:5]3=[CH:6][C:7]4[C:8]5[CH:17]=[CH:16][C:15]([Cl:18])=[CH:14][C:9]=5[CH2:10][O:11][C:12]=4[CH:13]=[C:4]3[C:3]2=[O:21])=[O:36])[CH2:31]1. The yield is 0.700. (9) The product is [O:24]=[C:23]1[C:22]2[C:17](=[CH:18][CH:19]=[CH:20][CH:21]=2)[NH:16][CH:15]=[C:14]1[C:12]([NH:11][C:10]1[CH:9]=[C:8]2[C:4]([CH:5]=[CH:6][NH:7]2)=[CH:3][C:2]=1[C:25]1[CH:30]=[CH:29][CH:28]=[CH:27][CH:26]=1)=[O:13]. The catalyst is CN(C=O)C.C1C=CC(P(C2C=CC=CC=2)[C-]2C=CC=C2)=CC=1.C1C=CC(P(C2C=CC=CC=2)[C-]2C=CC=C2)=CC=1.Cl[Pd]Cl.[Fe+2]. The yield is 0.130. The reactants are Br[C:2]1[CH:3]=[C:4]2[C:8](=[CH:9][C:10]=1[NH:11][C:12]([C:14]1[C:23](=[O:24])[C:22]3[C:17](=[CH:18][CH:19]=[CH:20][CH:21]=3)[NH:16][CH:15]=1)=[O:13])[NH:7][CH:6]=[CH:5]2.[C:25]1(B(O)O)[CH:30]=[CH:29][CH:28]=[CH:27][CH:26]=1.C([O-])([O-])=O.[K+].[K+].